Dataset: Reaction yield outcomes from USPTO patents with 853,638 reactions. Task: Predict the reaction yield, written as a fraction of the theoretical maximum amount of product (1.0 means a 100% yield; for example, 0.34 means a 34% yield). (1) The reactants are Br[C:2]1[N:7]=[C:6]([C:8]([O:10][CH3:11])=[O:9])[CH:5]=[CH:4][C:3]=1[F:12].[F:13][C:14]1[CH:15]=[C:16]([C:30]([O:33][Si](C(C)C)(C(C)C)C(C)C)([CH3:32])[CH3:31])[CH:17]=[C:18]([F:29])[C:19]=1B1OC(C)(C)C(C)(C)O1. No catalyst specified. The product is [F:13][C:14]1[CH:15]=[C:16]([C:30]([OH:33])([CH3:32])[CH3:31])[CH:17]=[C:18]([F:29])[C:19]=1[C:2]1[N:7]=[C:6]([C:8]([O:10][CH3:11])=[O:9])[CH:5]=[CH:4][C:3]=1[F:12]. The yield is 0.900. (2) The reactants are Cl[C:2]1[N:7]=[C:6]([NH:8][C:9]2[CH:19]=[CH:18][C:17]([N:20]3[CH2:25][CH2:24][O:23][CH2:22][CH2:21]3)=[CH:16][C:10]=2[O:11][CH2:12][CH2:13][C:14]#[N:15])[C:5]([Cl:26])=[CH:4][N:3]=1.[CH3:27][O:28][CH2:29][CH2:30][N:31]1[CH2:37][CH2:36][C:35]2[CH:38]=[C:39]([NH2:42])[CH:40]=[CH:41][C:34]=2[CH2:33][CH2:32]1.C12(CS(O)(=O)=O)C(C)(C)C(CC1)CC2=O. The catalyst is C(O)(C)C.O. The product is [Cl:26][C:5]1[C:6]([NH:8][C:9]2[CH:19]=[CH:18][C:17]([N:20]3[CH2:25][CH2:24][O:23][CH2:22][CH2:21]3)=[CH:16][C:10]=2[O:11][CH2:12][CH2:13][C:14]#[N:15])=[N:7][C:2]([NH:42][C:39]2[CH:40]=[CH:41][C:34]3[CH2:33][CH2:32][N:31]([CH2:30][CH2:29][O:28][CH3:27])[CH2:37][CH2:36][C:35]=3[CH:38]=2)=[N:3][CH:4]=1. The yield is 0.740. (3) The reactants are [F:1][C:2]1[CH:3]=[CH:4][C:5]([C:8]([OH:10])=O)=[N:6][CH:7]=1.[Cl-].COC1N=C(OC)N=C([N+]2(C)CCOCC2)N=1.[NH2:29][C:30]1[CH:31]=[CH:32][C:33]([F:57])=[C:34]([C@:36]2([CH3:56])[CH2:41][N:40]3[C:42]([C:46]#[N:47])=[C:43]([Cl:45])[N:44]=[C:39]3[C:38]([NH:48][C:49](=[O:55])[O:50][C:51]([CH3:54])([CH3:53])[CH3:52])=[N:37]2)[CH:35]=1. The catalyst is CO. The product is [Cl:45][C:43]1[N:44]=[C:39]2[C:38]([NH:48][C:49](=[O:55])[O:50][C:51]([CH3:54])([CH3:53])[CH3:52])=[N:37][C@@:36]([C:34]3[CH:35]=[C:30]([NH:29][C:8]([C:5]4[CH:4]=[CH:3][C:2]([F:1])=[CH:7][N:6]=4)=[O:10])[CH:31]=[CH:32][C:33]=3[F:57])([CH3:56])[CH2:41][N:40]2[C:42]=1[C:46]#[N:47]. The yield is 0.770. (4) The reactants are Br[C:2]1[C:3]([O:16][C:17]2[N:26]=[CH:25][C:24]3[C:19](=[CH:20][CH:21]=[CH:22][CH:23]=3)[N:18]=2)=[C:4]2[C:9](=[CH:10][CH:11]=1)[N:8]([C:12](=[O:14])[CH3:13])[C@@H:7]([CH3:15])[CH2:6][CH2:5]2.[CH:27]1([N:30]2[CH:34]=[C:33](B3OC(C)(C)C(C)(C)O3)[CH:32]=[N:31]2)[CH2:29][CH2:28]1.C(=O)([O-])[O-].[Cs+].[Cs+]. The catalyst is O1CCOCC1.O.CC(C1C=C(C(C)C)C(C2C=CC=C(P(C3CCCCC3)C3CCCCC3)C=2)=C(C(C)C)C=1)C.C1C=[C-]C(C2C(N)=CC=CC=2)=CC=1.Cl[Pd+]. The product is [CH:27]1([N:30]2[CH:34]=[C:33]([C:2]3[C:3]([O:16][C:17]4[N:26]=[CH:25][C:24]5[C:19](=[CH:20][CH:21]=[CH:22][CH:23]=5)[N:18]=4)=[C:4]4[C:9](=[CH:10][CH:11]=3)[N:8]([C:12](=[O:14])[CH3:13])[C@@H:7]([CH3:15])[CH2:6][CH2:5]4)[CH:32]=[N:31]2)[CH2:29][CH2:28]1. The yield is 0.450. (5) The reactants are [C:1](=[O:4])([O-:3])[O-].[Cs+].[Cs+].[Cl:7][C:8]1[CH:13]=[CH:12][C:11]([F:14])=[CH:10][C:9]=1[N:15]1[C:20](=[O:21])[CH2:19][N:18]([CH2:22][C@H:23]([NH:31]S(C2C=CC=CC=2[N+]([O-])=O)(=O)=O)[C@@H:24]2[CH2:28][C@@H:27](C)[C:26](=O)O2)[C:17]([CH3:45])([CH3:44])[CH2:16]1.C1(S)C=CC=CC=1.C(=O)(O)[O-].[Na+].C(O[C:66]([O:68][C:69]([CH3:72])([CH3:71])[CH3:70])=[O:67])(OC(C)(C)C)=O.N[C@H]([C@@H]1C[C@@H](C)C(=O)O1)CN1C(C)(C)CN(C2C=C(F)C=CC=2Cl)C(=O)C1. The catalyst is C(#N)C.[Cl-].[Na+].O.C(OCC)(=O)C.O. The product is [C:69]([O:68][C:66](=[O:67])[NH:31][C@H:23]([C@@H:24]1[CH2:28][C@@H:27]([CH3:26])[C:1](=[O:4])[O:3]1)[CH2:22][N:18]1[CH2:19][C:20](=[O:21])[N:15]([C:9]2[CH:10]=[C:11]([F:14])[CH:12]=[CH:13][C:8]=2[Cl:7])[CH2:16][C:17]1([CH3:44])[CH3:45])([CH3:70])([CH3:71])[CH3:72]. The yield is 0.800.